Dataset: Reaction yield outcomes from USPTO patents with 853,638 reactions. Task: Predict the reaction yield, written as a fraction of the theoretical maximum amount of product (1.0 means a 100% yield; for example, 0.34 means a 34% yield). (1) The reactants are [F:1][C:2]1[CH:7]=[CH:6][CH:5]=[CH:4][C:3]=1[C:8]1[N:12]([S:13]([C:16]2[CH:17]=[N:18][CH:19]=[CH:20][CH:21]=2)(=[O:15])=[O:14])[CH:11]=[C:10]([CH:22]=[O:23])[CH:9]=1.[Br:24]N1C(=O)CCC1=O.C(=O)([O-])O.[Na+]. The catalyst is CN(C)C=O. The product is [Br:24][C:11]1[N:12]([S:13]([C:16]2[CH:17]=[N:18][CH:19]=[CH:20][CH:21]=2)(=[O:15])=[O:14])[C:8]([C:3]2[CH:4]=[CH:5][CH:6]=[CH:7][C:2]=2[F:1])=[CH:9][C:10]=1[CH:22]=[O:23]. The yield is 0.660. (2) The reactants are [H-].[Na+].[Br:3][C:4]1[CH:5]=[C:6]2[C:11](=[CH:12][CH:13]=1)[N:10]=[CH:9][NH:8][C:7]2=[O:14].C(Cl)Cl.[OH2:18]. The catalyst is CN(C)C(=O)C. The product is [Br:3][C:4]1[CH:5]=[C:6]2[C:11](=[CH:12][CH:13]=1)[N:10]=[CH:9][N:8]([C:7](=[O:14])[CH2:6][CH2:5][OH:18])[C:7]2=[O:14]. The yield is 0.747. (3) The reactants are Cl[C:2]1[C:19]2[CH:18]=[CH:17][C:16]3[C:7](=[CH:8][CH:9]=[C:10]4[C:15]=3[N:14]=[C:13]([CH3:20])[CH:12]=[C:11]4Cl)[C:6]=2[N:5]=[C:4]([CH3:22])[CH:3]=1.CC1(C)C(C)(C)OB([C:31]2[CH:32]=[C:33]([C:37]3[CH:38]=[N:39][CH:40]=[CH:41][CH:42]=3)[CH:34]=[CH:35][CH:36]=2)O1.C(=O)([O-])[O-].[Na+].[Na+]. The catalyst is CCCCCCCC[N+](CCCCCCCC)(CCCCCCCC)C.[Cl-].CC1C=CC=CC=1C.C1C=CC([P]([Pd]([P](C2C=CC=CC=2)(C2C=CC=CC=2)C2C=CC=CC=2)([P](C2C=CC=CC=2)(C2C=CC=CC=2)C2C=CC=CC=2)[P](C2C=CC=CC=2)(C2C=CC=CC=2)C2C=CC=CC=2)(C2C=CC=CC=2)C2C=CC=CC=2)=CC=1. The product is [CH3:22][C:4]1[CH:3]=[C:2]([C:31]2[CH:36]=[CH:35][CH:34]=[C:33]([C:37]3[CH:38]=[N:39][CH:40]=[CH:41][CH:42]=3)[CH:32]=2)[C:19]2[CH:18]=[CH:17][C:16]3[C:7]([C:6]=2[N:5]=1)=[CH:8][CH:9]=[C:10]1[C:15]=3[N:14]=[C:13]([CH3:20])[CH:12]=[C:11]1[C:35]1[CH:36]=[CH:31][CH:32]=[C:33]([C:37]2[CH:38]=[N:39][CH:40]=[CH:41][CH:42]=2)[CH:34]=1. The yield is 0.770. (4) The reactants are Br[C:2]1[S:6][C:5]([NH:7][C:8]([NH:10][C:11]2[CH:16]=[CH:15][C:14]([CH3:17])=[CH:13][C:12]=2[C:18]([CH:20]2[CH2:24][CH2:23][CH2:22][CH2:21]2)=[O:19])=[O:9])=[N:4][CH:3]=1.[CH2:25]([O:27][C:28]([C:30]1[N:31]=[C:32]([SH:35])[NH:33][CH:34]=1)=[O:29])[CH3:26]. No catalyst specified. The product is [CH2:25]([O:27][C:28]([C:30]1[N:31]=[C:32]([S:35][C:2]2[S:6][C:5]([NH:7][C:8]([NH:10][C:11]3[CH:16]=[CH:15][C:14]([CH3:17])=[CH:13][C:12]=3[C:18]([CH:20]3[CH2:24][CH2:23][CH2:22][CH2:21]3)=[O:19])=[O:9])=[N:4][CH:3]=2)[NH:33][CH:34]=1)=[O:29])[CH3:26]. The yield is 0.380. (5) The reactants are [OH:1][C:2]1[CH:9]=[CH:8][C:5]([CH:6]=[O:7])=[CH:4][C:3]=1[O:10][CH2:11][CH2:12][CH2:13][O:14][CH3:15].N1C=CN=C1.[CH:21]([Si:24](Cl)([CH:28]([CH3:30])[CH3:29])[CH:25]([CH3:27])[CH3:26])([CH3:23])[CH3:22]. The catalyst is CN(C=O)C. The product is [CH3:15][O:14][CH2:13][CH2:12][CH2:11][O:10][C:3]1[CH:4]=[C:5]([CH:8]=[CH:9][C:2]=1[O:1][Si:24]([CH:28]([CH3:30])[CH3:29])([CH:25]([CH3:27])[CH3:26])[CH:21]([CH3:23])[CH3:22])[CH:6]=[O:7]. The yield is 0.690. (6) The reactants are [F:1][C:2]1[CH:10]=[CH:9][CH:8]=[C:7]([O:11][CH3:12])[C:3]=1[C:4](O)=O.[NH:13]([C:15](=[S:17])[NH2:16])[NH2:14].O=P(Cl)(Cl)Cl. The catalyst is O. The product is [F:1][C:2]1[CH:10]=[CH:9][CH:8]=[C:7]([O:11][CH3:12])[C:3]=1[C:4]1[S:17][C:15]([NH2:16])=[N:13][N:14]=1. The yield is 0.450. (7) The reactants are [Cl:1][C:2]1[CH:6]=[N:5][N:4]([CH3:7])[C:3]=1[C:8]1[CH:9]=[C:10]([NH2:16])[CH:11]=[CH:12][C:13]=1[O:14][CH3:15].[F:17][C:18]1[CH:19]=[C:20]([N:25]=[C:26]=[O:27])[CH:21]=[CH:22][C:23]=1[F:24]. No catalyst specified. The product is [Cl:1][C:2]1[CH:6]=[N:5][N:4]([CH3:7])[C:3]=1[C:8]1[CH:9]=[C:10]([NH:16][C:26]([NH:25][C:20]2[CH:21]=[CH:22][C:23]([F:24])=[C:18]([F:17])[CH:19]=2)=[O:27])[CH:11]=[CH:12][C:13]=1[O:14][CH3:15]. The yield is 0.340. (8) The reactants are [CH2:1]([O:3][C:4](=[O:41])[C:5]([CH2:26][CH2:27][CH2:28][CH2:29][C:30]([CH3:40])([CH3:39])[CH2:31][O:32]C1CCCCO1)([CH2:11][CH2:12][CH2:13][CH2:14][C:15]([CH3:25])([CH3:24])[CH2:16][O:17]C1CCCCO1)[C:6]([O:8][CH2:9][CH3:10])=[O:7])[CH3:2].C(O)C. The catalyst is Cl.O. The product is [CH2:9]([O:8][C:6](=[O:7])[C:5]([CH2:26][CH2:27][CH2:28][CH2:29][C:30]([CH3:39])([CH3:40])[CH2:31][OH:32])([CH2:11][CH2:12][CH2:13][CH2:14][C:15]([CH3:24])([CH3:25])[CH2:16][OH:17])[C:4]([O:3][CH2:1][CH3:2])=[O:41])[CH3:10]. The yield is 0.840.